This data is from Peptide-MHC class II binding affinity with 134,281 pairs from IEDB. The task is: Regression. Given a peptide amino acid sequence and an MHC pseudo amino acid sequence, predict their binding affinity value. This is MHC class II binding data. (1) The peptide sequence is KGELIDQLGVRDKEAGVALR. The MHC is DRB1_1101 with pseudo-sequence DRB1_1101. The binding affinity (normalized) is 0.197. (2) The peptide sequence is ENGSPGPMGPRGERGRT. The MHC is HLA-DQA10302-DQB10401 with pseudo-sequence HLA-DQA10303-DQB10402. The binding affinity (normalized) is 0. (3) The peptide sequence is EKKHFAATQFEPLAA. The MHC is HLA-DPA10201-DPB10501 with pseudo-sequence HLA-DPA10201-DPB10501. The binding affinity (normalized) is 0.540. (4) The peptide sequence is PQPQQPEQPFPQPQ. The MHC is HLA-DQA10501-DQB10201 with pseudo-sequence HLA-DQA10501-DQB10201. The binding affinity (normalized) is 0.